The task is: Regression. Given two drug SMILES strings and cell line genomic features, predict the synergy score measuring deviation from expected non-interaction effect.. This data is from NCI-60 drug combinations with 297,098 pairs across 59 cell lines. (1) Drug 1: C1C(C(OC1N2C=NC3=C(N=C(N=C32)Cl)N)CO)O. Drug 2: CC1=C(C(CCC1)(C)C)C=CC(=CC=CC(=CC(=O)O)C)C. Cell line: IGROV1. Synergy scores: CSS=9.30, Synergy_ZIP=-1.83, Synergy_Bliss=1.96, Synergy_Loewe=-1.71, Synergy_HSA=2.32. (2) Drug 1: CCC1(CC2CC(C3=C(CCN(C2)C1)C4=CC=CC=C4N3)(C5=C(C=C6C(=C5)C78CCN9C7C(C=CC9)(C(C(C8N6C=O)(C(=O)OC)O)OC(=O)C)CC)OC)C(=O)OC)O.OS(=O)(=O)O. Cell line: U251. Drug 2: CC1=C(C(CCC1)(C)C)C=CC(=CC=CC(=CC(=O)O)C)C. Synergy scores: CSS=31.2, Synergy_ZIP=1.35, Synergy_Bliss=-0.968, Synergy_Loewe=-54.0, Synergy_HSA=-3.65.